This data is from Forward reaction prediction with 1.9M reactions from USPTO patents (1976-2016). The task is: Predict the product of the given reaction. (1) Given the reactants [CH2:1]([O:3][C:4](=[O:18])[CH:5]([O:15][CH2:16][CH3:17])[CH2:6][C:7]1[CH:12]=[CH:11][C:10]([OH:13])=[CH:9][C:8]=1[CH3:14])[CH3:2].Cl[CH2:20][C:21]1[N:22]=[C:23]([C:27]2[CH:32]=[C:31]([CH3:33])[CH:30]=[C:29]([CH3:34])[CH:28]=2)[O:24][C:25]=1[CH3:26].CC1C=C(C=C(C)C=1)C=O.O=P(Cl)(Cl)Cl.C(=O)([O-])[O-].[Cs+].[Cs+].[I-].[K+], predict the reaction product. The product is: [CH2:1]([O:3][C:4](=[O:18])[CH:5]([O:15][CH2:16][CH3:17])[CH2:6][C:7]1[CH:12]=[CH:11][C:10]([O:13][CH2:20][C:21]2[N:22]=[C:23]([C:27]3[CH:28]=[C:29]([CH3:34])[CH:30]=[C:31]([CH3:33])[CH:32]=3)[O:24][C:25]=2[CH3:26])=[CH:9][C:8]=1[CH3:14])[CH3:2]. (2) Given the reactants [F:1][C:2]1[CH:9]=[CH:8][C:5]([C:6]#[N:7])=[C:4]([C:10]([F:13])([F:12])[F:11])[CH:3]=1.S(=O)(=O)(O)[OH:15], predict the reaction product. The product is: [F:1][C:2]1[CH:9]=[CH:8][C:5]([C:6]([NH2:7])=[O:15])=[C:4]([C:10]([F:11])([F:12])[F:13])[CH:3]=1. (3) Given the reactants [F:1][C:2]1[CH:3]=[C:4]([CH:7]=[CH:8][C:9]=1F)[CH:5]=O.[CH3:11][C:12]1[N:13]=[CH:14][NH:15][CH:16]=1.[C:17]([O-])([O-])=O.[K+].[K+].[N+](=C(P(=O)(OC)OC)C(=O)C)=[N-], predict the reaction product. The product is: [C:5]([C:4]1[CH:7]=[CH:8][C:9]([N:15]2[CH:16]=[C:12]([CH3:11])[N:13]=[CH:14]2)=[C:2]([F:1])[CH:3]=1)#[CH:17]. (4) Given the reactants [CH:1]1([N:5]2[CH2:11][CH2:10][C:9]3[CH:12]=[C:13]([CH2:16][C:17]([O:19]CC)=O)[CH:14]=[CH:15][C:8]=3[CH2:7][CH2:6]2)[CH2:4][CH2:3][CH2:2]1.[OH-].[Li+].S(Cl)([Cl:26])=O, predict the reaction product. The product is: [CH:1]1([N:5]2[CH2:11][CH2:10][C:9]3[CH:12]=[C:13]([CH2:16][C:17]([Cl:26])=[O:19])[CH:14]=[CH:15][C:8]=3[CH2:7][CH2:6]2)[CH2:4][CH2:3][CH2:2]1. (5) Given the reactants [C:1]([O:5][C:6](=[O:38])[C@@H:7]([NH:24][S:25]([C:28]1[CH:29]=[CH:30][CH:31]=[C:32]2[C:37]=1[N:36]=[CH:35][CH:34]=[CH:33]2)(=[O:27])=[O:26])[CH2:8][NH:9][C:10](=[O:23])[C:11]1[CH:16]=[CH:15][C:14]([CH2:17][CH2:18][C:19](OC)=[O:20])=[CH:13][CH:12]=1)([CH3:4])([CH3:3])[CH3:2].[NH2:39][C:40]1[NH:41][CH2:42][CH2:43][CH2:44][N:45]=1, predict the reaction product. The product is: [C:1]([O:5][C:6](=[O:38])[C@@H:7]([NH:24][S:25]([C:28]1[CH:29]=[CH:30][CH:31]=[C:32]2[C:37]=1[N:36]=[CH:35][CH:34]=[CH:33]2)(=[O:26])=[O:27])[CH2:8][NH:9][C:10](=[O:23])[C:11]1[CH:16]=[CH:15][C:14]([CH2:17][CH2:18][C:19](=[O:20])[NH:39][C:40]2[NH:45][CH2:44][CH2:43][CH2:42][N:41]=2)=[CH:13][CH:12]=1)([CH3:4])([CH3:2])[CH3:3]. (6) Given the reactants [C:1]([OH:11])(=[O:10])/[CH:2]=[CH:3]/[C:4]1[CH:9]=[CH:8][CH:7]=[CH:6][CH:5]=1.[OH-].C([N+](CCCC)(CCCC)CCCC)CCC.[C:30]([N:34]([C:45]([O:47][CH2:48]Cl)=[O:46])[CH2:35][C:36]([O:38][CH2:39][CH2:40][Si:41]([CH3:44])([CH3:43])[CH3:42])=[O:37])([CH3:33])([CH3:32])[CH3:31], predict the reaction product. The product is: [C:4]1(/[CH:3]=[CH:2]/[C:1]([O:11][CH2:48][O:47][C:45](=[O:46])[N:34]([C:30]([CH3:32])([CH3:31])[CH3:33])[CH2:35][C:36](=[O:37])[O:38][CH2:39][CH2:40][Si:41]([CH3:42])([CH3:43])[CH3:44])=[O:10])[CH:5]=[CH:6][CH:7]=[CH:8][CH:9]=1. (7) Given the reactants [OH:1][C:2]1[CH:3]=[C:4]([CH2:8][CH2:9][CH2:10][NH:11][C:12]2[N:17]=[C:16]([CH3:18])[C:15]([C:19]([NH:21][C@@H:22]([CH2:26][NH:27][C:28]([C:30]3[S:31][CH:32]=[CH:33][CH:34]=3)=[O:29])[C:23]([OH:25])=[O:24])=[O:20])=[C:14]([CH3:35])[N:13]=2)[CH:5]=[CH:6][CH:7]=1.S(Cl)(Cl)=O.[CH3:40][CH:41]([CH3:44])[CH2:42]O, predict the reaction product. The product is: [CH2:40]([O:24][C:23](=[O:25])[C@@H:22]([NH:21][C:19]([C:15]1[C:16]([CH3:18])=[N:17][C:12]([NH:11][CH2:10][CH2:9][CH2:8][C:4]2[CH:5]=[CH:6][CH:7]=[C:2]([OH:1])[CH:3]=2)=[N:13][C:14]=1[CH3:35])=[O:20])[CH2:26][NH:27][C:28]([C:30]1[S:31][CH:32]=[CH:33][CH:34]=1)=[O:29])[CH:41]([CH3:44])[CH3:42]. (8) Given the reactants [C:1]([C:5]1[O:9][N:8]=[C:7]([NH:10][C:11]([CH:13]2[CH2:17][CH2:16][C:15](=[O:18])[N:14]2[C:19]2[CH:24]=[CH:23][C:22]([CH2:25][O:26]C)=[CH:21][CH:20]=2)=[O:12])[CH:6]=1)([CH3:4])([CH3:3])[CH3:2].C(S)C.[Cl-].[Cl-].[Cl-].[Al+3], predict the reaction product. The product is: [C:1]([C:5]1[O:9][N:8]=[C:7]([NH:10][C:11]([CH:13]2[CH2:17][CH2:16][C:15](=[O:18])[N:14]2[C:19]2[CH:20]=[CH:21][C:22]([CH2:25][OH:26])=[CH:23][CH:24]=2)=[O:12])[CH:6]=1)([CH3:4])([CH3:2])[CH3:3]. (9) Given the reactants FC(F)(F)S(O[C:7]1[C:8]([C:18](=[O:20])[CH3:19])=[N:9][C:10]2[C:15]([CH:16]=1)=[CH:14][C:13]([F:17])=[CH:12][CH:11]=2)(=O)=O.C([Sn](CCCC)(CCCC)[C:28]1[CH:33]=[CH:32][CH:31]=[CH:30][N:29]=1)CCC, predict the reaction product. The product is: [F:17][C:13]1[CH:14]=[C:15]2[C:10](=[CH:11][CH:12]=1)[N:9]=[C:8]([C:18](=[O:20])[CH3:19])[C:7]([C:28]1[CH:33]=[CH:32][CH:31]=[CH:30][N:29]=1)=[CH:16]2. (10) Given the reactants C([O:8][C:9](=[O:24])/[CH:10]=[CH:11]/[C:12]12[CH2:19][CH2:18][C:15]([C:20]([O:22][CH3:23])=[O:21])([CH2:16][CH2:17]1)[CH2:14][CH2:13]2)C1C=CC=CC=1.C(O)(=O)C, predict the reaction product. The product is: [CH3:23][O:22][C:20]([C:15]12[CH2:18][CH2:19][C:12]([CH2:11][CH2:10][C:9]([OH:24])=[O:8])([CH2:17][CH2:16]1)[CH2:13][CH2:14]2)=[O:21].